Dataset: Full USPTO retrosynthesis dataset with 1.9M reactions from patents (1976-2016). Task: Predict the reactants needed to synthesize the given product. (1) Given the product [Br:20][C:9]1[C:10](=[O:19])[N:11]([C:13]2[CH:18]=[CH:17][CH:16]=[CH:15][CH:14]=2)[CH:12]=[C:7]([C:2]2[CH:3]=[CH:4][CH:5]=[CH:6][N:1]=2)[CH:8]=1, predict the reactants needed to synthesize it. The reactants are: [N:1]1[CH:6]=[CH:5][CH:4]=[CH:3][C:2]=1[C:7]1[CH:8]=[CH:9][C:10](=[O:19])[N:11]([C:13]2[CH:18]=[CH:17][CH:16]=[CH:15][CH:14]=2)[CH:12]=1.[Br:20]N1C(=O)CCC1=O.CN(C)C=O.CC(O)C. (2) Given the product [Br-:9].[O:12]=[C:11]([C:13]1[CH:18]=[CH:17][CH:16]=[CH:15][CH:14]=1)[CH2:10][N+:3]1[CH:4]=[CH:5][S:1][C:2]=1[CH:6]([OH:8])[CH3:7], predict the reactants needed to synthesize it. The reactants are: [S:1]1[CH:5]=[CH:4][N:3]=[C:2]1[CH:6]([OH:8])[CH3:7].[Br:9][CH2:10][C:11]([C:13]1[CH:18]=[CH:17][CH:16]=[CH:15][CH:14]=1)=[O:12].C(#N)C. (3) Given the product [Br:1][C:2]1[CH:10]=[CH:9][C:5]([C:6]2[S:7][C:13]([CH:14]=[O:15])=[CH:16][N:8]=2)=[C:4]([CH3:11])[CH:3]=1, predict the reactants needed to synthesize it. The reactants are: [Br:1][C:2]1[CH:10]=[CH:9][C:5]([C:6]([NH2:8])=[S:7])=[C:4]([CH3:11])[CH:3]=1.Cl[CH:13]([CH:16]=O)[CH:14]=[O:15].C(=O)([O-])[O-].[Mg+2].